This data is from Peptide-MHC class II binding affinity with 134,281 pairs from IEDB. The task is: Regression. Given a peptide amino acid sequence and an MHC pseudo amino acid sequence, predict their binding affinity value. This is MHC class II binding data. (1) The peptide sequence is ERKILRPRWIDARVYSDH. The MHC is DRB1_1501 with pseudo-sequence DRB1_1501. The binding affinity (normalized) is 0.286. (2) The peptide sequence is AVTFVNAPAFAAERG. The MHC is DRB1_1201 with pseudo-sequence DRB1_1201. The binding affinity (normalized) is 0.521. (3) The peptide sequence is LLLLCSPSKRNQTFL. The MHC is DRB1_0101 with pseudo-sequence DRB1_0101. The binding affinity (normalized) is 0.711. (4) The peptide sequence is VDVSEGDIVIYSKYG. The MHC is DRB1_0401 with pseudo-sequence DRB1_0401. The binding affinity (normalized) is 0.